Dataset: Forward reaction prediction with 1.9M reactions from USPTO patents (1976-2016). Task: Predict the product of the given reaction. Given the reactants I[C:2]1[C:10]2[C:5](=[CH:6][CH:7]=[C:8]([NH:11][C:12](=[O:24])[CH:13]([N:19]3[CH2:23][CH2:22][CH2:21][CH2:20]3)[C:14]3[CH:18]=[CH:17][S:16][CH:15]=3)[CH:9]=2)[NH:4][N:3]=1.CC1(C)C(C)(C)OB([C:33]2[CH:46]=[CH:45][C:36]([CH2:37][CH2:38][N:39]3[CH2:44][CH2:43][O:42][CH2:41][CH2:40]3)=[CH:35][CH:34]=2)O1.C([O-])([O-])=O.[Na+].[Na+], predict the reaction product. The product is: [O:42]1[CH2:43][CH2:44][N:39]([CH2:38][CH2:37][C:36]2[CH:45]=[CH:46][C:33]([C:2]3[C:10]4[C:5](=[CH:6][CH:7]=[C:8]([NH:11][C:12](=[O:24])[CH:13]([N:19]5[CH2:23][CH2:22][CH2:21][CH2:20]5)[C:14]5[CH:18]=[CH:17][S:16][CH:15]=5)[CH:9]=4)[NH:4][N:3]=3)=[CH:34][CH:35]=2)[CH2:40][CH2:41]1.